Task: Binary Classification. Given a drug SMILES string, predict its activity (active/inactive) in a high-throughput screening assay against a specified biological target.. Dataset: HIV replication inhibition screening data with 41,000+ compounds from the AIDS Antiviral Screen (1) The molecule is CC(C)(C)C(=O)C=Cc1ccccc1F. The result is 0 (inactive). (2) The compound is COc1cccc2c1OC(=O)NC2O. The result is 0 (inactive). (3) The compound is CNc1nnc(CCCCCCCCc2nnc(NC)o2)o1. The result is 0 (inactive). (4) The drug is CNC1C(O)CC(OC2CC=C(C)CC(C)=CC=CCCC(C)CNC(=O)C=CC=CC2C)OC1C. The result is 0 (inactive). (5) The drug is O=C(Nc1ccccc1)N(CCCCN(Cc1ccccc1)C(=O)Nc1ccccc1)Cc1ccccc1. The result is 0 (inactive). (6) The molecule is CC(C)(C)OCC=C1C(=O)OC2CC(O[Si](C)(C)C(C)(C)C)CC12. The result is 0 (inactive). (7) The compound is CC(=O)NC1C(O)CC(O)(C(=O)O)OC1C(O)C(O)CO. The result is 0 (inactive).